The task is: Regression. Given a peptide amino acid sequence and an MHC pseudo amino acid sequence, predict their binding affinity value. This is MHC class II binding data.. This data is from Peptide-MHC class II binding affinity with 134,281 pairs from IEDB. (1) The peptide sequence is GGGFGMLLRKYGIAA. The MHC is HLA-DQA10102-DQB10602 with pseudo-sequence HLA-DQA10102-DQB10602. The binding affinity (normalized) is 0.270. (2) The peptide sequence is IQLVFSSMINPLVIT. The MHC is DRB1_0101 with pseudo-sequence DRB1_0101. The binding affinity (normalized) is 1.00. (3) The peptide sequence is MEALTFKACDHIM. The MHC is HLA-DPA10301-DPB10402 with pseudo-sequence HLA-DPA10301-DPB10402. The binding affinity (normalized) is 0.261. (4) The peptide sequence is EKKYFAATQYEPLAA. The MHC is HLA-DPA10301-DPB10402 with pseudo-sequence HLA-DPA10301-DPB10402. The binding affinity (normalized) is 0.883. (5) The peptide sequence is YAGIRRDGLLLRLVD. The MHC is HLA-DPA10103-DPB10601 with pseudo-sequence HLA-DPA10103-DPB10601. The binding affinity (normalized) is 0.187. (6) The binding affinity (normalized) is 0.128. The MHC is DRB1_1101 with pseudo-sequence DRB1_1101. The peptide sequence is AGYTPAAPAGAEPAGKATTE. (7) The peptide sequence is YTDVFSLDPTFTIETT. The MHC is H-2-IAs with pseudo-sequence H-2-IAs. The binding affinity (normalized) is 0.226.